From a dataset of Catalyst prediction with 721,799 reactions and 888 catalyst types from USPTO. Predict which catalyst facilitates the given reaction. Reactant: [CH2:1]([N:3]([CH2:37][CH3:38])[C:4](=[O:36])[C:5]1[CH:10]=[CH:9][C:8]([C:11]([CH:23]2[CH2:28][CH2:27][N:26](C(OC(C)(C)C)=O)[CH2:25][CH2:24]2)([C:13]2[CH:14]=[CH:15][CH:16]=[C:17]3[C:22]=2[N:21]=[CH:20][CH:19]=[CH:18]3)O)=[CH:7][CH:6]=1)[CH3:2].FC(F)(F)C(O)=O. Product: [CH2:37]([N:3]([CH2:1][CH3:2])[C:4](=[O:36])[C:5]1[CH:6]=[CH:7][C:8]([C:11]([C:13]2[CH:14]=[CH:15][CH:16]=[C:17]3[C:22]=2[N:21]=[CH:20][CH:19]=[CH:18]3)=[C:23]2[CH2:24][CH2:25][NH:26][CH2:27][CH2:28]2)=[CH:9][CH:10]=1)[CH3:38]. The catalyst class is: 25.